From a dataset of Reaction yield outcomes from USPTO patents with 853,638 reactions. Predict the reaction yield, written as a fraction of the theoretical maximum amount of product (1.0 means a 100% yield; for example, 0.34 means a 34% yield). (1) The reactants are Br[C:2]1[CH:10]=[C:9]2[C:5]([CH2:6][N:7]3[C:13]([C:14]4[C:15]([C:20]5[CH:25]=[CH:24][CH:23]=[CH:22][CH:21]=5)=[N:16][O:17][C:18]=4[CH3:19])=[N:12][N:11]=[C:8]32)=[CH:4][CH:3]=1.[N:26]1[CH:31]=[CH:30][C:29](OB=O)=[CH:28][CH:27]=1.C([O-])([O-])=O.[Cs+].[Cs+]. The catalyst is COCCOC. The product is [CH3:19][C:18]1[O:17][N:16]=[C:15]([C:20]2[CH:21]=[CH:22][CH:23]=[CH:24][CH:25]=2)[C:14]=1[C:13]1[N:7]2[CH2:6][C:5]3[C:9]([C:8]2=[N:11][N:12]=1)=[CH:10][C:2]([C:29]1[CH:30]=[CH:31][N:26]=[CH:27][CH:28]=1)=[CH:3][CH:4]=3. The yield is 0.210. (2) The product is [C:1]([O:4][CH2:5][C:6]1[C:7]([N:21]2[CH2:33][CH2:32][N:24]3[C:25]4[CH2:26][CH2:27][CH2:28][CH2:29][C:30]=4[CH:31]=[C:23]3[C:22]2=[O:34])=[N:8][CH:9]=[CH:10][C:11]=1[C:40]1[CH:41]=[C:36]([Br:35])[C:37](=[O:44])[N:38]([CH3:43])[CH:39]=1)(=[O:3])[CH3:2]. The reactants are [C:1]([O:4][CH2:5][C:6]1[C:7]([N:21]2[CH2:33][CH2:32][N:24]3[C:25]4[CH2:26][CH2:27][CH2:28][CH2:29][C:30]=4[CH:31]=[C:23]3[C:22]2=[O:34])=[N:8][CH:9]=[CH:10][C:11]=1B1OC(C)(C)C(C)(C)O1)(=[O:3])[CH3:2].[Br:35][C:36]1[C:37](=[O:44])[N:38]([CH3:43])[CH:39]=[C:40](I)[CH:41]=1.C([O-])(=O)C.[Na+].[O-]P([O-])([O-])=O.[K+].[K+].[K+]. The yield is 0.670. The catalyst is C1C=CC(P(C2C=CC=CC=2)[C-]2C=CC=C2)=CC=1.C1C=CC(P(C2C=CC=CC=2)[C-]2C=CC=C2)=CC=1.Cl[Pd]Cl.[Fe+2].O.C(#N)C. (3) The reactants are [CH3:1][C:2]1[C:8]([N+:9]([O-:11])=[O:10])=[CH:7][CH:6]=[CH:5][C:3]=1[NH2:4].[N:12]([O-])=O.[Na+]. The catalyst is C(O)(=O)C.O. The product is [N+:9]([C:8]1[CH:7]=[CH:6][CH:5]=[C:3]2[C:2]=1[CH:1]=[N:12][NH:4]2)([O-:11])=[O:10]. The yield is 0.810.